Task: Predict the product of the given reaction.. Dataset: Forward reaction prediction with 1.9M reactions from USPTO patents (1976-2016) (1) Given the reactants [CH3:1][O:2][C:3]1[CH:4]=[C:5]([C:12]2[C:13](=[O:31])[NH:14][C:15](=[O:30])[C:16]=2[C:17]2[C:25]3[C:20](=[CH:21][CH:22]=[CH:23][CH:24]=3)[N:19]([CH2:26][CH2:27][CH2:28]Br)[CH:18]=2)[C:6]2[O:10][CH:9]=[CH:8][C:7]=2[CH:11]=1.[CH3:32][NH:33][CH3:34], predict the reaction product. The product is: [CH3:1][O:2][C:3]1[CH:4]=[C:5]([C:12]2[C:13](=[O:31])[NH:14][C:15](=[O:30])[C:16]=2[C:17]2[C:25]3[C:20](=[CH:21][CH:22]=[CH:23][CH:24]=3)[N:19]([CH2:26][CH2:27][CH2:28][N:33]([CH3:34])[CH3:32])[CH:18]=2)[C:6]2[O:10][CH:9]=[CH:8][C:7]=2[CH:11]=1. (2) Given the reactants C(Cl)(=O)C1C=CC=CC=1.[NH4+].[N:11]#[C:12][S-:13].[C:14]([C:18]1[CH:19]=[C:20]([CH:22]=[CH:23][CH:24]=1)[NH2:21])([CH3:17])([CH3:16])[CH3:15], predict the reaction product. The product is: [C:14]([C:18]1[CH:19]=[C:20]([NH:21][C:12]([NH2:11])=[S:13])[CH:22]=[CH:23][CH:24]=1)([CH3:17])([CH3:15])[CH3:16]. (3) The product is: [C:20]1([C:19]2[N:5]3[C:6]4[CH:18]=[CH:17][CH:16]=[N:15][C:7]=4[NH:8][C:9]4[CH:14]=[CH:13][CH:12]=[CH:11][C:10]=4[C:4]3=[N:3][C:2]=2[C:29]2[CH:30]=[CH:31][N:26]=[CH:27][CH:28]=2)[CH:25]=[CH:24][CH:23]=[CH:22][CH:21]=1. Given the reactants Br[C:2]1[N:3]=[C:4]2[C:10]3[CH:11]=[CH:12][CH:13]=[CH:14][C:9]=3[NH:8][C:7]3[N:15]=[CH:16][CH:17]=[CH:18][C:6]=3[N:5]2[C:19]=1[C:20]1[CH:25]=[CH:24][CH:23]=[CH:22][CH:21]=1.[N:26]1[CH:31]=[CH:30][C:29](B(O)O)=[CH:28][CH:27]=1, predict the reaction product. (4) Given the reactants Cl.Cl.Cl.[O:4]1[C:12]2[CH:11]=[CH:10][N:9]=[C:8]([N:13]3[CH2:18][CH2:17][N:16]([CH2:19][CH2:20][C@H:21]4[CH2:26][CH2:25][C@H:24]([NH2:27])[CH2:23][CH2:22]4)[CH2:15][CH2:14]3)[C:7]=2[CH2:6][CH2:5]1.[CH3:28][N:29]1[CH2:34][CH2:33][N:32]([C:35]2[CH:43]=[CH:42][C:38]([C:39](O)=[O:40])=[CH:37][CH:36]=2)[CH2:31][CH2:30]1, predict the reaction product. The product is: [O:4]1[C:12]2[CH:11]=[CH:10][N:9]=[C:8]([N:13]3[CH2:18][CH2:17][N:16]([CH2:19][CH2:20][C@H:21]4[CH2:26][CH2:25][C@H:24]([NH:27][C:39](=[O:40])[C:38]5[CH:37]=[CH:36][C:35]([N:32]6[CH2:31][CH2:30][N:29]([CH3:28])[CH2:34][CH2:33]6)=[CH:43][CH:42]=5)[CH2:23][CH2:22]4)[CH2:15][CH2:14]3)[C:7]=2[CH2:6][CH2:5]1. (5) Given the reactants C(S[C:4]([C:7]1[CH:12]=[CH:11][CH:10]=[CH:9][C:8]=1[CH3:13])=[N:5][CH3:6])C.[C:14]([NH:22][NH2:23])(=O)[C:15]1[CH:20]=[CH:19][CH:18]=[CH:17][CH:16]=1, predict the reaction product. The product is: [CH3:13][C:8]1[CH:9]=[CH:10][CH:11]=[CH:12][C:7]=1[C:4]1[N:5]([CH3:6])[C:14]([C:15]2[CH:20]=[CH:19][CH:18]=[CH:17][CH:16]=2)=[N:22][N:23]=1. (6) Given the reactants [CH3:1][O:2][C:3]1[N:8]=[CH:7][C:6](B(O)O)=[CH:5][CH:4]=1.[F:12][C:13]1[CH:14]=[C:15]([CH:17]=[CH:18][CH:19]=1)[NH2:16].O.O=[CH:22][C:23]([OH:25])=[O:24], predict the reaction product. The product is: [F:12][C:13]1[CH:14]=[C:15]([NH:16][CH:22]([C:6]2[CH:7]=[N:8][C:3]([O:2][CH3:1])=[CH:4][CH:5]=2)[C:23]([OH:25])=[O:24])[CH:17]=[CH:18][CH:19]=1.